Dataset: Cav3 T-type calcium channel HTS with 100,875 compounds. Task: Binary Classification. Given a drug SMILES string, predict its activity (active/inactive) in a high-throughput screening assay against a specified biological target. (1) The molecule is Clc1ccc(SCC(=O)Nc2c(N3CCN(S(=O)(=O)C)CC3)cccc2)cc1. The result is 1 (active). (2) The drug is S(c1n(CCOC)c(=O)c2c(n1)cccc2)CC(=O)Nc1cc(ccc1)C(OCC)=O. The result is 0 (inactive).